Dataset: Retrosynthesis with 50K atom-mapped reactions and 10 reaction types from USPTO. Task: Predict the reactants needed to synthesize the given product. The reactants are: C[C@H](Oc1ccc(C#N)cn1)[C@H]1CN(Cc2ccccc2)C[C@@H]1c1ccc(F)c(Cl)c1. Given the product C[C@H](Oc1ccc(C#N)cn1)[C@H]1CNC[C@@H]1c1ccc(F)c(Cl)c1, predict the reactants needed to synthesize it.